From a dataset of Forward reaction prediction with 1.9M reactions from USPTO patents (1976-2016). Predict the product of the given reaction. (1) Given the reactants C([O-])([O-])=O.[K+].[K+].[SH:7][C:8]1[N:22]=[CH:21][CH:20]=[CH:19][C:9]=1[C:10]([NH:12][CH2:13][C:14]1[S:15][CH:16]=[CH:17][CH:18]=1)=[O:11].I[CH2:24][CH2:25][CH2:26][C:27]1[CH:32]=[CH:31][CH:30]=[CH:29][CH:28]=1, predict the reaction product. The product is: [C:27]1([CH2:26][CH2:25][CH2:24][S:7][C:8]2[C:9]([C:10]([NH:12][CH2:13][C:14]3[S:15][CH:16]=[CH:17][CH:18]=3)=[O:11])=[CH:19][CH:20]=[CH:21][N:22]=2)[CH:32]=[CH:31][CH:30]=[CH:29][CH:28]=1. (2) The product is: [NH:8]1[CH2:7][CH2:6][CH2:5][CH:9]1[CH:10]([N:8]1[C:9]2[C:5](=[CH:4][CH:3]=[C:2]([C:28]3[CH:27]=[N:26][CH:25]=[CH:24][CH:29]=3)[CH:10]=2)[CH:6]=[CH:7]1)[CH3:2]. Given the reactants Br[C:2]1[CH:10]=[C:9]2[C:5]([CH:6]=[C:7](C(C3CCCN3)C)[NH:8]2)=[CH:4][CH:3]=1.B1([C:24]2[CH:29]=[CH:28][CH:27]=[N:26][CH:25]=2)OCCCO1, predict the reaction product.